Dataset: Reaction yield outcomes from USPTO patents with 853,638 reactions. Task: Predict the reaction yield, written as a fraction of the theoretical maximum amount of product (1.0 means a 100% yield; for example, 0.34 means a 34% yield). The reactants are [NH2:1][C:2]1[C:3]([O:20][CH3:21])=[CH:4][C:5]([CH:17]([CH3:19])[CH3:18])=[C:6]([CH:16]=1)[O:7][C:8]1[C:9]([NH2:15])=[N:10][C:11]([NH2:14])=[N:12][CH:13]=1.COC1[CH:29]=[CH:28][C:27](OC)=[CH:26]O1.[OH-].[Na+]. The catalyst is CC(O)=O. The product is [CH:17]([C:5]1[CH:4]=[C:3]([O:20][CH3:21])[C:2]([N:1]2[CH:29]=[CH:28][CH:27]=[CH:26]2)=[CH:16][C:6]=1[O:7][C:8]1[C:9]([NH2:15])=[N:10][C:11]([NH2:14])=[N:12][CH:13]=1)([CH3:19])[CH3:18]. The yield is 0.720.